Predict the product of the given reaction. From a dataset of Forward reaction prediction with 1.9M reactions from USPTO patents (1976-2016). (1) The product is: [CH3:14][C:11]1[CH:12]=[CH:13][N:8]([C:5]2[CH:6]=[CH:7][C:2]([N:1]3[CH2:22][CH2:21][NH:20][CH2:19][CH2:18]3)=[CH:3][CH:4]=2)[C:9](=[O:15])[CH:10]=1. Given the reactants [NH2:1][C:2]1[CH:7]=[CH:6][C:5]([N:8]2[CH:13]=[CH:12][C:11]([CH3:14])=[CH:10][C:9]2=[O:15])=[CH:4][CH:3]=1.Cl.Cl[CH2:18][CH2:19][NH:20][CH2:21][CH2:22]Cl.C(=O)([O-])[O-].[K+].[K+], predict the reaction product. (2) Given the reactants [Cl:1][C:2]1[CH:7]=[CH:6][C:5]([C@H:8]2[N:15]3[C:11]([S:12][C:13]([C:19](O)=[O:20])=[C:14]3[CH:16]([CH3:18])[CH3:17])=[N:10][C@@:9]2([C:23]2[CH:28]=[CH:27][C:26]([Cl:29])=[CH:25][CH:24]=2)[CH3:22])=[CH:4][CH:3]=1.[NH:30]1[CH2:35][CH2:34][NH:33][CH2:32][C:31]1=[O:36], predict the reaction product. The product is: [Cl:1][C:2]1[CH:7]=[CH:6][C:5]([C@H:8]2[N:15]3[C:11]([S:12][C:13]([C:19]([N:33]4[CH2:34][CH2:35][NH:30][C:31](=[O:36])[CH2:32]4)=[O:20])=[C:14]3[CH:16]([CH3:18])[CH3:17])=[N:10][C@@:9]2([C:23]2[CH:24]=[CH:25][C:26]([Cl:29])=[CH:27][CH:28]=2)[CH3:22])=[CH:4][CH:3]=1. (3) Given the reactants [CH3:1][C:2]1[N:6]([CH:7]2[CH2:12][CH2:11][O:10][CH2:9][CH2:8]2)[C:5]2[CH:13]=[CH:14][C:15]([C:17]([OH:19])=O)=[CH:16][C:4]=2[N:3]=1.S(Cl)(Cl)=O.[CH:24]1([C:30]2[CH:35]=[CH:34][C:33](O)=[C:32]([NH2:37])[CH:31]=2)[CH2:29][CH2:28][CH2:27][CH2:26][CH2:25]1.C(N(CC)CC)C.CS(O)(=O)=O.C(=O)([O-])O.[Na+], predict the reaction product. The product is: [CH:24]1([C:30]2[CH:35]=[CH:34][C:33]3[O:19][C:17]([C:15]4[CH:14]=[CH:13][C:5]5[N:6]([CH:7]6[CH2:8][CH2:9][O:10][CH2:11][CH2:12]6)[C:2]([CH3:1])=[N:3][C:4]=5[CH:16]=4)=[N:37][C:32]=3[CH:31]=2)[CH2:25][CH2:26][CH2:27][CH2:28][CH2:29]1. (4) Given the reactants [C:1]([O:9][CH2:10][CH3:11])(=[O:8])[CH2:2][C:3]([O:5]CC)=O.[H-].[Na+].[CH3:14][N:15]1[C:20]([CH3:21])=[CH:19]C(=O)[O:17][C:16]1=O, predict the reaction product. The product is: [CH3:14][N:15]1[C:20]([CH3:21])=[CH:19][C:3]([OH:5])=[C:2]([C:1]([O:9][CH2:10][CH3:11])=[O:8])[C:16]1=[O:17]. (5) Given the reactants [Na:1].[CH2:2]1[O:4][CH2:3]1.[C:5]([OH:10])(=[O:9])[C:6]([CH3:8])=[CH2:7].[CH2:11]=[CH:12][C:13]1[CH:18]=[CH:17][CH:16]=[CH:15][CH:14]=1.[C:19]([O:23][CH2:24][CH2:25][CH2:26][CH3:27])(=[O:22])[CH:20]=[CH2:21].C(OCCCC)(=O)CS.S(OOS([O-])(=O)=O)([O-])(=O)=O.[NH4+].[NH4+], predict the reaction product. The product is: [CH:11]([CH2:7][C:6](=[CH2:8])[C:5]([OH:10])=[O:9])=[CH:12][C:13]1[CH:18]=[CH:17][CH:16]=[CH:15][CH:14]=1.[C:19]([O:23][CH2:24][CH2:25][CH2:26][CH3:27])(=[O:22])[CH:20]=[CH2:21].[Na:1].[CH2:3]1[O:4][CH2:2]1.[C:5]([OH:10])(=[O:9])[C:6]([CH3:8])=[CH2:7]. (6) Given the reactants [N:1]1([C:7]2[CH:12]=[CH:11][C:10]([NH:13][C:14]([C:16]3[O:17][C:18]4[C:23]([C:24](=[O:26])[CH:25]=3)=[CH:22][C:21]([O:27][CH3:28])=[CH:20][C:19]=4[N:29]3[CH2:34][CH2:33][N:32]([CH3:35])[CH2:31][CH2:30]3)=[O:15])=[CH:9][CH:8]=2)[CH2:6][CH2:5][NH:4][CH2:3][CH2:2]1.[C:36](Cl)(=[O:40])[CH:37]([CH3:39])[CH3:38], predict the reaction product. The product is: [CH3:38][CH:37]([CH3:39])[C:36]([N:4]1[CH2:5][CH2:6][N:1]([C:7]2[CH:8]=[CH:9][C:10]([NH:13][C:14]([C:16]3[O:17][C:18]4[C:23]([C:24](=[O:26])[CH:25]=3)=[CH:22][C:21]([O:27][CH3:28])=[CH:20][C:19]=4[N:29]3[CH2:30][CH2:31][N:32]([CH3:35])[CH2:33][CH2:34]3)=[O:15])=[CH:11][CH:12]=2)[CH2:2][CH2:3]1)=[O:40]. (7) Given the reactants [CH2:1]([OH:11])[C@H:2]1[O:8][C@H:7]([CH2:9][OH:10])[C@@H:5]([OH:6])[C@@H:3]1[OH:4].[C:12]1([C:18](Cl)([C:25]2[CH:30]=[CH:29][CH:28]=[CH:27][CH:26]=2)[C:19]2[CH:24]=[CH:23][CH:22]=[CH:21][CH:20]=2)[CH:17]=[CH:16][CH:15]=[CH:14][CH:13]=1, predict the reaction product. The product is: [C:12]1([C:18]([C:25]2[CH:30]=[CH:29][CH:28]=[CH:27][CH:26]=2)([C:19]2[CH:24]=[CH:23][CH:22]=[CH:21][CH:20]=2)[O:10][CH2:9][C@H:7]2[O:8][C@H:2]([CH2:1][O:11][C:18]([C:12]3[CH:17]=[CH:16][CH:15]=[CH:14][CH:13]=3)([C:25]3[CH:26]=[CH:27][CH:28]=[CH:29][CH:30]=3)[C:19]3[CH:20]=[CH:21][CH:22]=[CH:23][CH:24]=3)[C@@H:3]([OH:4])[C@@H:5]2[OH:6])[CH:17]=[CH:16][CH:15]=[CH:14][CH:13]=1. (8) Given the reactants [F:1][C:2]1[CH:7]=[CH:6][C:5]([C:8](=[O:20])[CH2:9][C:10]2[CH:19]=[CH:18][C:13]([C:14]([O:16]C)=[O:15])=[CH:12][CH:11]=2)=[CH:4][CH:3]=1.[OH-].[Na+], predict the reaction product. The product is: [F:1][C:2]1[CH:3]=[CH:4][C:5]([C:8](=[O:20])[CH2:9][C:10]2[CH:11]=[CH:12][C:13]([C:14]([OH:16])=[O:15])=[CH:18][CH:19]=2)=[CH:6][CH:7]=1. (9) The product is: [CH2:17]([C:12]1[CH:13]=[CH:14][CH:15]=[CH:16][C:11]=1[NH:10][C:8]([C:3]1[C:4]([CH3:7])=[N:5][S:6][C:2]=1[NH:1][C:20]1[C:29]([CH3:30])=[N:28][C:27]2[C:22](=[CH:23][CH:24]=[CH:25][CH:26]=2)[N:21]=1)=[O:9])[CH3:18]. Given the reactants [NH2:1][C:2]1[S:6][N:5]=[C:4]([CH3:7])[C:3]=1[C:8]([NH:10][C:11]1[CH:16]=[CH:15][CH:14]=[CH:13][C:12]=1[CH2:17][CH3:18])=[O:9].Cl[C:20]1[C:29]([CH3:30])=[N:28][C:27]2[C:22](=[CH:23][CH:24]=[CH:25][CH:26]=2)[N:21]=1.C(=O)([O-])[O-].[Cs+].[Cs+].CC1(C)C2C(=C(P(C3C=CC=CC=3)C3C=CC=CC=3)C=CC=2)OC2C(P(C3C=CC=CC=3)C3C=CC=CC=3)=CC=CC1=2, predict the reaction product.